From a dataset of Full USPTO retrosynthesis dataset with 1.9M reactions from patents (1976-2016). Predict the reactants needed to synthesize the given product. (1) Given the product [Br:21][C:5]1[N:4]=[C:3]([C:2]([F:1])([F:19])[F:20])[N:7]2[CH2:8][CH2:9][N:10]([C:12]([O:14][C:15]([CH3:17])([CH3:16])[CH3:18])=[O:13])[CH2:11][C:6]=12, predict the reactants needed to synthesize it. The reactants are: [F:1][C:2]([F:20])([F:19])[C:3]1[N:7]2[CH2:8][CH2:9][N:10]([C:12]([O:14][C:15]([CH3:18])([CH3:17])[CH3:16])=[O:13])[CH2:11][C:6]2=[CH:5][N:4]=1.[Br:21]N1C(=O)CCC1=O.O. (2) The reactants are: [NH2:1][C@@H:2]1[C:8](=[O:9])[NH:7][C:6]2[CH:10]=[CH:11][CH:12]=[CH:13][C:5]=2[C:4]2[CH:14]=[CH:15][CH:16]=[CH:17][C:3]1=2.[CH3:18][O:19][CH:20]([C:24]([NH:26][CH2:27][C:28]([F:34])([F:33])[C:29]([F:32])([F:31])[F:30])=[O:25])[C:21](O)=[O:22]. Given the product [CH3:18][O:19][CH:20]([C:24]([NH:26][CH2:27][C:28]([F:33])([F:34])[C:29]([F:30])([F:31])[F:32])=[O:25])[C:21]([NH:1][CH:2]1[C:8](=[O:9])[NH:7][C:6]2[CH:10]=[CH:11][CH:12]=[CH:13][C:5]=2[C:4]2[CH:14]=[CH:15][CH:16]=[CH:17][C:3]1=2)=[O:22], predict the reactants needed to synthesize it. (3) The reactants are: [CH2:1]([CH:8]1[CH2:12][NH:11][C:10](=[O:13])[CH2:9]1)[C:2]1[CH:7]=[CH:6][CH:5]=[CH:4][CH:3]=1.[CH2:14]([NH:21][C:22]([C:24]1[S:28][C:27](Br)=[N:26][C:25]=1[CH3:30])=[O:23])[C:15]1[CH:20]=[CH:19][CH:18]=[CH:17][CH:16]=1.C(=O)([O-])[O-].[Cs+].[Cs+].CC1(C)C2C(=C(P(C3C=CC=CC=3)C3C=CC=CC=3)C=CC=2)OC2C(P(C3C=CC=CC=3)C3C=CC=CC=3)=CC=CC1=2. Given the product [CH2:14]([NH:21][C:22]([C:24]1[S:28][C:27]([N:11]2[CH2:12][CH:8]([CH2:1][C:2]3[CH:7]=[CH:6][CH:5]=[CH:4][CH:3]=3)[CH2:9][C:10]2=[O:13])=[N:26][C:25]=1[CH3:30])=[O:23])[C:15]1[CH:16]=[CH:17][CH:18]=[CH:19][CH:20]=1, predict the reactants needed to synthesize it. (4) Given the product [C:6]([C:8]1[C:16]2[C:11](=[CH:12][CH:13]=[CH:14][CH:15]=2)[N:10]([C:17]2[C:26]3[C:21](=[CH:22][CH:23]=[C:24]([C:27]([F:30])([F:28])[F:29])[CH:25]=3)[N:20]=[CH:19][CH:18]=2)[CH:9]=1)([OH:7])=[O:5], predict the reactants needed to synthesize it. The reactants are: O.[OH-].[Li+].C[O:5][C:6]([C:8]1[C:16]2[C:11](=[CH:12][CH:13]=[CH:14][CH:15]=2)[N:10]([C:17]2[C:26]3[C:21](=[CH:22][CH:23]=[C:24]([C:27]([F:30])([F:29])[F:28])[CH:25]=3)[N:20]=[CH:19][CH:18]=2)[CH:9]=1)=[O:7]. (5) Given the product [C:21]([OH:25])(=[O:50])[CH3:20].[F:17][C:12]1[CH:13]=[CH:14][CH:15]=[C:16]2[C:11]=1[C:10]([NH2:18])=[N:9][C:8]2([C:19]1[CH:24]=[CH:23][N:22]=[C:21]([O:25][CH3:26])[CH:20]=1)[C:4]1[CH:5]=[CH:6][CH:7]=[C:2]([C:32]2[CH:37]=[N:36][CH:35]=[CH:34][N:33]=2)[CH:3]=1, predict the reactants needed to synthesize it. The reactants are: Br[C:2]1[CH:3]=[C:4]([C:8]2([C:19]3[CH:24]=[CH:23][N:22]=[C:21]([O:25][CH3:26])[CH:20]=3)[C:16]3[C:11](=[C:12]([F:17])[CH:13]=[CH:14][CH:15]=3)[C:10]([NH2:18])=[N:9]2)[CH:5]=[CH:6][CH:7]=1.C([Sn](CCCC)(CCCC)[C:32]1[CH:37]=[N:36][CH:35]=[CH:34][N:33]=1)CCC.CN(C=[O:50])C. (6) The reactants are: [CH3:1][N:2]([CH3:20])[CH2:3][CH2:4][N:5]1[C:11](=O)[CH2:10][CH2:9][CH2:8][C:7]2[CH:13]=[C:14]([N+:17]([O-:19])=[O:18])[CH:15]=[CH:16][C:6]1=2.B.C1COCC1. Given the product [CH3:1][N:2]([CH3:20])[CH2:3][CH2:4][N:5]1[CH2:11][CH2:10][CH2:9][CH2:8][C:7]2[CH:13]=[C:14]([N+:17]([O-:19])=[O:18])[CH:15]=[CH:16][C:6]1=2, predict the reactants needed to synthesize it.